Dataset: Full USPTO retrosynthesis dataset with 1.9M reactions from patents (1976-2016). Task: Predict the reactants needed to synthesize the given product. Given the product [F:11][C@H:12]1[C@H:16]([O:17][CH2:18][C:19]2[CH:20]=[CH:21][C:22]([CH3:25])=[CH:23][CH:24]=2)[C@@H:15]([CH2:26][O:27][CH2:28][C:29]2[CH:30]=[CH:31][C:32]([CH3:35])=[CH:33][CH:34]=2)[O:14][CH:13]1[OH:36], predict the reactants needed to synthesize it. The reactants are: C(O)(=O)C.O.S(=O)(=O)(O)O.[F:11][C@H:12]1[C@H:16]([O:17][CH2:18][C:19]2[CH:24]=[CH:23][C:22]([CH3:25])=[CH:21][CH:20]=2)[C@@H:15]([CH2:26][O:27][CH2:28][C:29]2[CH:34]=[CH:33][C:32]([CH3:35])=[CH:31][CH:30]=2)[O:14][CH:13]1[O:36]C.